This data is from Reaction yield outcomes from USPTO patents with 853,638 reactions. The task is: Predict the reaction yield, written as a fraction of the theoretical maximum amount of product (1.0 means a 100% yield; for example, 0.34 means a 34% yield). The reactants are [OH:1][C:2]1[N:3]=[C:4]([C:8]2[CH:13]=[CH:12][C:11]([C:14]([O:16]C)=[O:15])=[CH:10][CH:9]=2)[S:5][C:6]=1[CH3:7].Cl[CH2:19][C:20]([NH:22][CH2:23][CH2:24][CH2:25][CH2:26][CH2:27][CH3:28])=[O:21].C(=O)([O-])[O-].[K+].[K+].[I-].[K+].O.[OH-].[Li+]. The catalyst is O.CC#N. The product is [CH2:23]([NH:22][C:20]([CH2:19][O:1][C:2]1[N:3]=[C:4]([C:8]2[CH:9]=[CH:10][C:11]([C:14]([OH:16])=[O:15])=[CH:12][CH:13]=2)[S:5][C:6]=1[CH3:7])=[O:21])[CH2:24][CH2:25][CH2:26][CH2:27][CH3:28]. The yield is 0.940.